From a dataset of Peptide-MHC class II binding affinity with 134,281 pairs from IEDB. Regression. Given a peptide amino acid sequence and an MHC pseudo amino acid sequence, predict their binding affinity value. This is MHC class II binding data. The peptide sequence is LTYQWHKEGSSIGKL. The MHC is DRB5_0101 with pseudo-sequence DRB5_0101. The binding affinity (normalized) is 0.538.